From a dataset of Full USPTO retrosynthesis dataset with 1.9M reactions from patents (1976-2016). Predict the reactants needed to synthesize the given product. (1) Given the product [C:24]([C@@H:21]1[CH2:20][CH2:19][C@H:18]([C:17]2[N:10]3[C:11]([C:12](=[O:14])[NH:13][C:8]([C:4]4[CH:3]=[C:2](/[CH:32]=[CH:31]/[C:30]([O:34][CH2:35][CH3:36])=[O:33])[CH:7]=[CH:6][CH:5]=4)=[N:9]3)=[C:15]([CH2:28][CH3:29])[N:16]=2)[CH2:23][CH2:22]1)([CH3:25])([CH3:27])[CH3:26], predict the reactants needed to synthesize it. The reactants are: Br[C:2]1[CH:3]=[C:4]([C:8]2[NH:13][C:12](=[O:14])[C:11]3=[C:15]([CH2:28][CH3:29])[N:16]=[C:17]([C@H:18]4[CH2:23][CH2:22][C@@H:21]([C:24]([CH3:27])([CH3:26])[CH3:25])[CH2:20][CH2:19]4)[N:10]3[N:9]=2)[CH:5]=[CH:6][CH:7]=1.[C:30]([O:34][CH2:35][CH3:36])(=[O:33])[CH:31]=[CH2:32].C(N(CC)CC)C. (2) Given the product [Cl:69][C:67]1[CH:68]=[C:63]([NH:10][C:11]2[CH:15]=[C:14]([CH2:16][O:17][CH3:18])[N:13]([CH3:19])[N:12]=2)[C:64](=[O:71])[N:65]([CH3:70])[N:66]=1, predict the reactants needed to synthesize it. The reactants are: BrC1C=C([NH:10][C:11]2[CH:15]=[C:14]([CH2:16][O:17][CH3:18])[N:13]([CH3:19])[N:12]=2)C(=O)N(C)C=1.CC1(C)C2C(=C(P(C3C=CC=CC=3)C3C=CC=CC=3)C=CC=2)OC2C(P(C3C=CC=CC=3)C3C=CC=CC=3)=CC=CC1=2.Br[C:63]1[C:64](=[O:71])[N:65]([CH3:70])[N:66]=[C:67]([Cl:69])[CH:68]=1.C([O-])([O-])=O.[Cs+].[Cs+].